From a dataset of Catalyst prediction with 721,799 reactions and 888 catalyst types from USPTO. Predict which catalyst facilitates the given reaction. (1) Reactant: [O:1]1[CH2:6][CH2:5][N:4]([CH2:7][CH2:8][N:9]([C:14]2[CH:22]=[CH:21][CH:20]=[C:19]3[C:15]=2[CH:16]=[CH:17][N:18]3[CH2:23][C:24]([O:26]C)=[O:25])[S:10]([CH3:13])(=[O:12])=[O:11])[CH2:3][CH2:2]1.C1COCC1.[OH-].[Li+].Cl. Product: [O:1]1[CH2:6][CH2:5][N:4]([CH2:7][CH2:8][N:9]([C:14]2[CH:22]=[CH:21][CH:20]=[C:19]3[C:15]=2[CH:16]=[CH:17][N:18]3[CH2:23][C:24]([OH:26])=[O:25])[S:10]([CH3:13])(=[O:12])=[O:11])[CH2:3][CH2:2]1. The catalyst class is: 6. (2) Reactant: [Br:1][C:2]1[C:3]([CH:8]=O)=[N:4][N:5]([CH3:7])[CH:6]=1.C(O)(=O)[CH2:11][C:12]([OH:14])=[O:13].N1CCCCC1.Cl. Product: [Br:1][C:2]1[C:3](/[CH:8]=[CH:11]/[C:12]([OH:14])=[O:13])=[N:4][N:5]([CH3:7])[CH:6]=1. The catalyst class is: 17. (3) Reactant: [Cl:1][C:2]1[C:3]([O:17][CH3:18])=[C:4]([C:8]2([CH2:11][C:12](=[O:16])[C:13]([OH:15])=[O:14])[CH2:10][CH2:9]2)[CH:5]=[CH:6][CH:7]=1.S(=O)(=O)(O)O.[CH2:24](O)[CH3:25]. Product: [CH2:24]([O:14][C:13](=[O:15])[C:12](=[O:16])[CH2:11][C:8]1([C:4]2[CH:5]=[CH:6][CH:7]=[C:2]([Cl:1])[C:3]=2[O:17][CH3:18])[CH2:10][CH2:9]1)[CH3:25]. The catalyst class is: 389. (4) Reactant: [CH2:1]([NH:8][C:9]([C@@H:11]1[CH2:16][CH2:15][C@H:14]([C:17](OC)=[O:18])[CH2:13][CH2:12]1)=O)[C:2]1[CH:7]=[CH:6][CH:5]=[CH:4][CH:3]=1.[H-].[H-].[H-].[H-].[Li+].[Al+3]. Product: [CH2:1]([NH:8][CH2:9][C@@H:11]1[CH2:16][CH2:15][C@H:14]([CH2:17][OH:18])[CH2:13][CH2:12]1)[C:2]1[CH:7]=[CH:6][CH:5]=[CH:4][CH:3]=1. The catalyst class is: 76. (5) Reactant: Cl.Cl.[NH2:3][C:4]1[CH:5]=[CH:6][C:7]([N:11]2[CH2:16][CH2:15][CH2:14][C@@H:13]([C:17]([N:19]3[CH2:23][CH2:22][CH2:21][CH2:20]3)=[O:18])[CH2:12]2)=[N:8][C:9]=1[NH2:10].C(O)(=O)C.C(N(CC)CC)C.Cl.[CH3:36][O:37][C:38]1[CH:39]=[C:40]([C:44]2([C:47](=N)OCC)[CH2:46][CH2:45]2)[CH:41]=[CH:42][CH:43]=1. The catalyst class is: 5. Product: [CH3:36][O:37][C:38]1[CH:39]=[C:40]([C:44]2([C:47]3[NH:10][C:9]4=[N:8][C:7]([N:11]5[CH2:16][CH2:15][CH2:14][C@@H:13]([C:17]([N:19]6[CH2:23][CH2:22][CH2:21][CH2:20]6)=[O:18])[CH2:12]5)=[CH:6][CH:5]=[C:4]4[N:3]=3)[CH2:45][CH2:46]2)[CH:41]=[CH:42][CH:43]=1. (6) Reactant: [N+:1]([C:4]1[CH:5]=[CH:6][C:7]2[O:12][CH2:11][CH2:10][S:9](=[O:14])(=[O:13])[C:8]=2[CH:15]=1)([O-])=O.[H][H]. Product: [NH2:1][C:4]1[CH:5]=[CH:6][C:7]2[O:12][CH2:11][CH2:10][S:9](=[O:14])(=[O:13])[C:8]=2[CH:15]=1. The catalyst class is: 358. (7) Reactant: [CH3:1][C:2]1[CH:7]=[CH:6][C:5]([S:8]([O:11][CH2:12][CH:13]2[CH2:17][C:16]3[CH:18]=[CH:19][CH:20]=[C:21](OS(C(F)(F)F)(=O)=O)[C:15]=3[O:14]2)(=[O:10])=[O:9])=[CH:4][CH:3]=1.P([O-])([O-])([O-])=O.[K+].[K+].[K+]. Product: [CH3:1][C:2]1[CH:7]=[CH:6][C:5]([S:8]([O:11][CH2:12][CH:13]2[CH2:17][C:16]3[CH:18]=[CH:19][CH:20]=[C:21]([C:4]4[CH:5]=[CH:6][CH:7]=[C:2]([CH3:1])[CH:3]=4)[C:15]=3[O:14]2)(=[O:10])=[O:9])=[CH:4][CH:3]=1. The catalyst class is: 73.